Dataset: Catalyst prediction with 721,799 reactions and 888 catalyst types from USPTO. Task: Predict which catalyst facilitates the given reaction. (1) Reactant: Cl[C:2]1[N:7]=[C:6]([C:8]2[NH:9][C:10]3[C:15]([CH:16]=2)=[CH:14][C:13]([C:17]([O:19][CH2:20][CH3:21])=[O:18])=[CH:12][CH:11]=3)[CH:5]=[CH:4][N:3]=1.[CH3:22][NH2:23]. Product: [CH3:22][NH:23][C:2]1[N:7]=[C:6]([C:8]2[NH:9][C:10]3[C:15]([CH:16]=2)=[CH:14][C:13]([C:17]([O:19][CH2:20][CH3:21])=[O:18])=[CH:12][CH:11]=3)[CH:5]=[CH:4][N:3]=1. The catalyst class is: 8. (2) The catalyst class is: 433. Reactant: C(N(CC)CC)C.[CH:8]([C:10]1[C:18]2[C:13](=[CH:14][CH:15]=[CH:16][CH:17]=2)[N:12](C(OC(C)(C)C)=O)[CH:11]=1)=[O:9].[CH:26](=[N:33][C:34]1[CH:35]=[N:36][CH:37]=[C:38]([O:40][CH3:41])[CH:39]=1)[C:27]1[CH:32]=[CH:31][CH:30]=[CH:29][CH:28]=1. Product: [NH:12]1[C:13]2[C:18](=[CH:17][CH:16]=[CH:15][CH:14]=2)[C:10]([C:8](=[O:9])[CH:26]([NH:33][C:34]2[CH:35]=[N:36][CH:37]=[C:38]([O:40][CH3:41])[CH:39]=2)[C:27]2[CH:28]=[CH:29][CH:30]=[CH:31][CH:32]=2)=[CH:11]1. (3) Reactant: C(OC([N:8]1[CH2:12][CH2:11][C@H:10]([C@@H:13]([CH:15]2[CH2:20][CH2:19][CH2:18][CH2:17][CH2:16]2)[OH:14])[CH2:9]1)=O)(C)(C)C.C1C=CC(P(C2C=CC=CC=2)C2C=CC=CC=2)=CC=1.[Cl:40][C:41]1[CH:46]=[CH:45][CH:44]=[C:43]([Cl:47])[C:42]=1O.CC(OC(/N=N/C(OC(C)C)=O)=O)C.Cl.O1CCOCC1. Product: [CH:15]1([C@H:13]([O:14][C:42]2[C:41]([Cl:40])=[CH:46][CH:45]=[CH:44][C:43]=2[Cl:47])[C@H:10]2[CH2:11][CH2:12][NH:8][CH2:9]2)[CH2:16][CH2:17][CH2:18][CH2:19][CH2:20]1. The catalyst class is: 301. (4) Reactant: C1(P(C2C=CC=CC=2)C2C=CC=CC=2)C=CC=CC=1.BrN1C(=O)CCC1=O.[CH:28]1(/[CH:33]=[C:34](\[C:38]2[CH:43]=[CH:42][C:41]([N:44]3[C:48]([CH3:49])=[N:47][N:46]=[N:45]3)=[C:40]([F:50])[CH:39]=2)/[C:35](O)=[O:36])[CH2:32][CH2:31][CH2:30][CH2:29]1.[NH2:51][C:52]1[S:53][CH:54]=[CH:55][N:56]=1. Product: [CH:28]1(/[CH:33]=[C:34](\[C:38]2[CH:43]=[CH:42][C:41]([N:44]3[C:48]([CH3:49])=[N:47][N:46]=[N:45]3)=[C:40]([F:50])[CH:39]=2)/[C:35]([NH:51][C:52]2[S:53][CH:54]=[CH:55][N:56]=2)=[O:36])[CH2:29][CH2:30][CH2:31][CH2:32]1. The catalyst class is: 2. (5) Product: [Cl:11][C:9]1[CH:8]=[CH:7][C:3]([C:4]([OH:6])=[O:5])=[C:2]([NH:1][C:19]([NH:18][C:12]2[CH:17]=[CH:16][CH:15]=[CH:14][CH:13]=2)=[O:20])[CH:10]=1. The catalyst class is: 56. Reactant: [NH2:1][C:2]1[CH:10]=[C:9]([Cl:11])[CH:8]=[CH:7][C:3]=1[C:4]([OH:6])=[O:5].[C:12]1([N:18]=[C:19]=[O:20])[CH:17]=[CH:16][CH:15]=[CH:14][CH:13]=1.C(N(CC)CC)C. (6) Reactant: [NH:1]1[C:9]2[C:4](=[CH:5][CH:6]=[CH:7][CH:8]=2)[CH:3]([C:10]([OH:12])=O)[CH2:2]1.[CH:13]1[CH:14]=[CH:15][C:16]2N(O)N=[N:19][C:17]=2[CH:18]=1.CCN=C=NCCCN(C)C.[CH3:34][CH2:35][N:36](CC)[CH2:37][CH3:38]. Product: [CH:17]1([N:19]2[CH2:38][CH2:37][N:36]([C:10]([CH:3]3[C:4]4[C:9](=[CH:8][CH:7]=[CH:6][CH:5]=4)[NH:1][CH2:2]3)=[O:12])[CH2:35][CH2:34]2)[CH2:18][CH2:13][CH2:14][CH2:15][CH2:16]1. The catalyst class is: 3. (7) Reactant: [NH2:1][C:2]1[CH:3]=[C:4]([S:8][C:9]2[CH:10]=[CH:11][C:12]3[N:13]([CH:15]=[C:16]([NH:18][C:19]([CH:21]4[CH2:23][CH2:22]4)=[O:20])[N:17]=3)[N:14]=2)[CH:5]=[CH:6][CH:7]=1.[C:24]([C:26]1([C:29]2[CH:30]=[C:31]([CH:35]=[CH:36][CH:37]=2)[C:32](O)=[O:33])[CH2:28][CH2:27]1)#[N:25].C(Cl)(=O)C(Cl)=O.O1CCCC1. Product: [C:24]([C:26]1([C:29]2[CH:30]=[C:31]([CH:35]=[CH:36][CH:37]=2)[C:32]([NH:1][C:2]2[CH:7]=[CH:6][CH:5]=[C:4]([S:8][C:9]3[CH:10]=[CH:11][C:12]4[N:13]([CH:15]=[C:16]([NH:18][C:19]([CH:21]5[CH2:22][CH2:23]5)=[O:20])[N:17]=4)[N:14]=3)[CH:3]=2)=[O:33])[CH2:27][CH2:28]1)#[N:25]. The catalyst class is: 402. (8) Reactant: [CH3:1][C:2]1[C:3]([CH2:9][N:10]([CH:15]2[C:24]3[N:23]=[CH:22][CH:21]=[CH:20][C:19]=3[CH2:18][CH2:17][CH2:16]2)[CH2:11][CH2:12][CH2:13][NH2:14])=[N:4][CH:5]=[C:6]([CH3:8])[CH:7]=1.C[Si]([N:29]=[C:30]=[O:31])(C)C. Product: [CH3:1][C:2]1[C:3]([CH2:9][N:10]([CH:15]2[C:24]3[N:23]=[CH:22][CH:21]=[CH:20][C:19]=3[CH2:18][CH2:17][CH2:16]2)[CH2:11][CH2:12][CH2:13][NH:14][C:30]([NH2:29])=[O:31])=[N:4][CH:5]=[C:6]([CH3:8])[CH:7]=1. The catalyst class is: 41.